Dataset: Peptide-MHC class I binding affinity with 185,985 pairs from IEDB/IMGT. Task: Regression. Given a peptide amino acid sequence and an MHC pseudo amino acid sequence, predict their binding affinity value. This is MHC class I binding data. (1) The binding affinity (normalized) is 0.596. The peptide sequence is KSVTKSSSWK. The MHC is HLA-A68:01 with pseudo-sequence HLA-A68:01. (2) The peptide sequence is RMMETQTSTW. The MHC is Mamu-A11 with pseudo-sequence Mamu-A11. The binding affinity (normalized) is 0.541. (3) The peptide sequence is ASMDNTSPM. The MHC is HLA-C03:03 with pseudo-sequence HLA-C03:03. The binding affinity (normalized) is 1.00. (4) The peptide sequence is MFKNFPFFK. The MHC is HLA-A02:19 with pseudo-sequence HLA-A02:19. The binding affinity (normalized) is 0.0847. (5) The binding affinity (normalized) is 0. The MHC is HLA-A01:01 with pseudo-sequence HLA-A01:01. The peptide sequence is AMAMKIATAA. (6) The peptide sequence is YLKKLDDFY. The MHC is HLA-A80:01 with pseudo-sequence HLA-A80:01. The binding affinity (normalized) is 0.462.